This data is from Full USPTO retrosynthesis dataset with 1.9M reactions from patents (1976-2016). The task is: Predict the reactants needed to synthesize the given product. (1) Given the product [CH2:18]([N:10]([CH2:11][C:12]1[CH:13]=[CH:14][CH:15]=[CH:16][CH:17]=1)[CH:5]([CH:6]([OH:9])[CH2:7][CH3:8])[C:4]([OH:25])=[O:3])[C:19]1[CH:20]=[CH:21][CH:22]=[CH:23][CH:24]=1, predict the reactants needed to synthesize it. The reactants are: C([O:3][C:4](=[O:25])[CH:5]([N:10]([CH2:18][C:19]1[CH:24]=[CH:23][CH:22]=[CH:21][CH:20]=1)[CH2:11][C:12]1[CH:17]=[CH:16][CH:15]=[CH:14][CH:13]=1)[CH:6]([OH:9])[CH2:7][CH3:8])C.O.[OH-].[Li+]. (2) The reactants are: [Cl:1][C:2]1[CH:3]=[C:4]2[C:8](=[CH:9][CH:10]=1)[NH:7][CH:6]=[C:5]2[CH2:11][CH2:12][NH:13][C:14](=[O:18])[C:15]([OH:17])=O.S(Cl)(Cl)=O.ClC1C=C2C(=CC=1)NC=C2CCNC(=O)C(Cl)=O.C(N(CC)CC)C.[C:48]1([CH2:54][C:55]([NH:57][NH2:58])=O)[CH:53]=[CH:52][CH:51]=[CH:50][CH:49]=1.C1(C)C=CC(S(Cl)(=O)=O)=CC=1. Given the product [CH2:54]([C:55]1[O:17][C:15]([C:14]([NH:13][CH2:12][CH2:11][C:5]2[C:4]3[C:8](=[CH:9][CH:10]=[C:2]([Cl:1])[CH:3]=3)[NH:7][CH:6]=2)=[O:18])=[N:58][N:57]=1)[C:48]1[CH:53]=[CH:52][CH:51]=[CH:50][CH:49]=1, predict the reactants needed to synthesize it. (3) Given the product [CH3:1][O:2][C:3]1[CH:18]=[CH:17][CH:16]=[CH:15][C:4]=1[CH2:5][N:6]1[C:11]([CH3:12])=[CH:10][C:9]([OH:13])=[C:8]([Cl:19])[C:7]1=[O:14], predict the reactants needed to synthesize it. The reactants are: [CH3:1][O:2][C:3]1[CH:18]=[CH:17][CH:16]=[CH:15][C:4]=1[CH2:5][N:6]1[C:11]([CH3:12])=[CH:10][C:9]([OH:13])=[CH:8][C:7]1=[O:14].[Cl:19]N1C(=O)CCC1=O. (4) Given the product [N:13]1[CH:12]=[C:11]([CH2:10][CH2:9][N:1]2[CH:5]=[CH:4][N:3]=[C:2]2[CH:6]=[O:7])[CH:16]=[N:15][CH:14]=1, predict the reactants needed to synthesize it. The reactants are: [NH:1]1[CH:5]=[CH:4][N:3]=[C:2]1[CH:6]=[O:7].Cl[CH2:9][CH2:10][C:11]1[CH:12]=[N:13][CH:14]=[N:15][CH:16]=1. (5) Given the product [CH:3]([C:4]1[C:9]([C:10]([O:12][CH3:13])=[O:11])=[CH:8][C:7]([C:14]2[CH:15]=[CH:16][C:17](=[O:23])[N:18]([CH:20]([CH3:22])[CH3:21])[N:19]=2)=[C:6]([C:24]2[CH:25]=[CH:26][CH:27]=[CH:28][CH:29]=2)[N:5]=1)=[O:2], predict the reactants needed to synthesize it. The reactants are: C[O:2][CH:3](OC)[C:4]1[C:9]([C:10]([O:12][CH3:13])=[O:11])=[CH:8][C:7]([C:14]2[CH:15]=[CH:16][C:17](=[O:23])[N:18]([CH:20]([CH3:22])[CH3:21])[N:19]=2)=[C:6]([C:24]2[CH:29]=[CH:28][CH:27]=[CH:26][CH:25]=2)[N:5]=1.Cl.C([O-])(O)=O.[Na+].